Dataset: Forward reaction prediction with 1.9M reactions from USPTO patents (1976-2016). Task: Predict the product of the given reaction. (1) Given the reactants [CH2:1]([C:3]1[CH:8]=[CH:7][CH:6]=[CH:5][C:4]=1[NH:9][C:10]([N:12]1[CH2:17][CH2:16][N:15]([C:18]([O:20][C:21]([CH3:24])([CH3:23])[CH3:22])=[O:19])[CH2:14][CH:13]1[CH2:25]O)=[O:11])[CH3:2].C1CCN2C(=NCCC2)CC1.CS(Cl)(=O)=O.O, predict the reaction product. The product is: [CH2:1]([C:3]1[CH:8]=[CH:7][CH:6]=[CH:5][C:4]=1[N:9]1[CH2:25][CH:13]2[CH2:14][N:15]([C:18]([O:20][C:21]([CH3:23])([CH3:22])[CH3:24])=[O:19])[CH2:16][CH2:17][N:12]2[C:10]1=[O:11])[CH3:2]. (2) Given the reactants [C:1]([C:5]1[CH:36]=[CH:35][C:8]([CH2:9][O:10][C:11]2[CH:16]=[CH:15][C:14]([C:17]3[CH:22]=[CH:21][C:20]([O:23][C:24]([F:27])([F:26])[F:25])=[CH:19][CH:18]=3)=[CH:13][C:12]=2[NH:28][C:29](=[O:34])[C:30]([O:32][CH3:33])=[O:31])=[CH:7][CH:6]=1)([CH3:4])([CH3:3])[CH3:2].CI.[C:39](=O)([O-])[O-].[K+].[K+].C1OCCOCCOCCOCCOCCOC1, predict the reaction product. The product is: [C:1]([C:5]1[CH:6]=[CH:7][C:8]([CH2:9][O:10][C:11]2[CH:16]=[CH:15][C:14]([C:17]3[CH:22]=[CH:21][C:20]([O:23][C:24]([F:25])([F:26])[F:27])=[CH:19][CH:18]=3)=[CH:13][C:12]=2[N:28]([CH3:39])[C:29](=[O:34])[C:30]([O:32][CH3:33])=[O:31])=[CH:35][CH:36]=1)([CH3:4])([CH3:2])[CH3:3]. (3) The product is: [CH2:1]([O:3][C:4]1[CH:13]=[C:12]2[C:7]([CH:8]=[CH:9][C:10]([F:15])=[C:11]2[F:14])=[CH:6][CH:5]=1)[CH3:2]. Given the reactants [CH2:1]([O:3][C:4]1[C:5]([Si](C)(C)C)=[CH:6][C:7]2[C:12]([CH:13]=1)=[C:11]([F:14])[C:10]([F:15])=[CH:9][CH:8]=2)[CH3:2].[F-].[Cs+], predict the reaction product. (4) Given the reactants I(Cl)(=O)=O.I(Cl)(=O)=O.I(Cl)(=O)=O.I([Cl:16])(=O)=O.C([N+](C)(C)C)C1C=CC=CC=1.[CH3:28][O:29][C:30]([C:32]1[C:37]([Cl:38])=[C:36]([Cl:39])[C:35]([Cl:40])=[C:34]([C:41]2[O:42][CH:43]=[CH:44][CH:45]=2)[N:33]=1)=[O:31], predict the reaction product. The product is: [Cl:38][C:37]1[C:32]([C:30]([O:29][CH3:28])=[O:31])=[N:33][C:34]([C:41]2[O:42][C:43]([Cl:16])=[CH:44][CH:45]=2)=[C:35]([Cl:40])[C:36]=1[Cl:39]. (5) Given the reactants [CH3:1][N:2]1[CH2:25][CH2:24][C:5]2[N:6]([CH2:14][CH:15]([C:17]3[CH:22]=[CH:21][C:20]([CH3:23])=[CH:19][CH:18]=3)O)[C:7]3[CH:8]=[CH:9][C:10]([CH3:13])=[CH:11][C:12]=3[C:4]=2[CH2:3]1.S(=O)(=O)(O)O.[OH-].[K+], predict the reaction product. The product is: [CH3:1][N:2]1[CH2:25][CH2:24][C:5]2[N:6]([CH:14]=[CH:15][C:17]3[CH:18]=[CH:19][C:20]([CH3:23])=[CH:21][CH:22]=3)[C:7]3[CH:8]=[CH:9][C:10]([CH3:13])=[CH:11][C:12]=3[C:4]=2[CH2:3]1. (6) Given the reactants [CH3:1][C:2]1([CH3:27])[CH2:11][C:10]2[C:5](=[CH:6][CH:7]=[C:8]([C:12](O)=[O:13])[CH:9]=2)[NH:4][CH:3]1[C:15]1[CH:20]=[CH:19][C:18]([N:21]2[CH2:26][CH2:25][O:24][CH2:23][CH2:22]2)=[CH:17][CH:16]=1.[CH3:28][S:29]([NH2:32])(=[O:31])=[O:30], predict the reaction product. The product is: [CH3:27][C:2]1([CH3:1])[CH2:11][C:10]2[C:5](=[CH:6][CH:7]=[C:8]([C:12]([NH:32][S:29]([CH3:28])(=[O:31])=[O:30])=[O:13])[CH:9]=2)[NH:4][CH:3]1[C:15]1[CH:20]=[CH:19][C:18]([N:21]2[CH2:26][CH2:25][O:24][CH2:23][CH2:22]2)=[CH:17][CH:16]=1. (7) Given the reactants C([N:8]1[CH2:12][CH2:11][C:10]([C:14]2[CH:19]=[CH:18][CH:17]=[C:16]([F:20])[C:15]=2[F:21])([OH:13])[CH2:9]1)C1C=CC=CC=1.C([O-])=O.[NH4+].C(O)C, predict the reaction product. The product is: [F:21][C:15]1[C:16]([F:20])=[CH:17][CH:18]=[CH:19][C:14]=1[C:10]1([OH:13])[CH2:11][CH2:12][NH:8][CH2:9]1.